Predict which catalyst facilitates the given reaction. From a dataset of Catalyst prediction with 721,799 reactions and 888 catalyst types from USPTO. (1) Reactant: Cl[C:2]1[C:11]([C:12]([OH:14])=[O:13])=[CH:10][C:9]2[C:4](=[CH:5][CH:6]=[C:7]([Cl:15])[CH:8]=2)[N:3]=1.O.O.Cl.Cl.[NH2:20][CH:21]([CH2:25][C:26]1[CH:31]=[CH:30][C:29]([NH:32][C:33]2[C:42]3[C:37](=[CH:38][CH:39]=[CH:40][CH:41]=3)[N:36]=[CH:35][CH:34]=2)=[CH:28][CH:27]=1)[C:22]([OH:24])=[O:23].C([O-])([O-])=O.[K+].[K+].Cl. Product: [C:22]([CH:21]([NH:20][C:2]1[C:11]([C:12]([OH:14])=[O:13])=[CH:10][C:9]2[C:4](=[CH:5][CH:6]=[C:7]([Cl:15])[CH:8]=2)[N:3]=1)[CH2:25][C:26]1[CH:31]=[CH:30][C:29]([NH:32][C:33]2[C:42]3[C:37](=[CH:38][CH:39]=[CH:40][CH:41]=3)[N:36]=[CH:35][CH:34]=2)=[CH:28][CH:27]=1)([OH:24])=[O:23]. The catalyst class is: 58. (2) Reactant: [NH2:1][C:2]1[CH:11]=[C:10]2[C:5]([CH2:6][CH2:7][CH2:8][N:9]2[CH3:12])=[CH:4][CH:3]=1.[F:13][C:14]1[CH:19]=[CH:18][C:17]([C:20]2[CH:28]=[CH:27][C:23]([C:24](O)=[O:25])=[C:22]([CH3:29])[N:21]=2)=[CH:16][CH:15]=1.Cl.CN(C)CCCN=C=NCC. Product: [F:13][C:14]1[CH:19]=[CH:18][C:17]([C:20]2[CH:28]=[CH:27][C:23]([C:24]([NH:1][C:2]3[CH:11]=[C:10]4[C:5]([CH2:6][CH2:7][CH2:8][N:9]4[CH3:12])=[CH:4][CH:3]=3)=[O:25])=[C:22]([CH3:29])[N:21]=2)=[CH:16][CH:15]=1. The catalyst class is: 172. (3) Reactant: [H-].[Na+].N1C=CN=[CH:4]1.[CH2:8]([NH:15][C:16](=[O:40])[C@@H:17]([CH2:38][OH:39])[NH:18][C:19]([C:32]1[CH:37]=[CH:36][CH:35]=[CH:34][CH:33]=1)([C:26]1[CH:31]=[CH:30][CH:29]=[CH:28][CH:27]=1)[C:20]1[CH:25]=[CH:24][CH:23]=[CH:22][CH:21]=1)[C:9]1[CH:14]=[CH:13][CH:12]=[CH:11][CH:10]=1.CI. Product: [CH2:8]([NH:15][C:16](=[O:40])[C@@H:17]([CH2:38][O:39][CH3:4])[NH:18][C:19]([C:32]1[CH:33]=[CH:34][CH:35]=[CH:36][CH:37]=1)([C:26]1[CH:27]=[CH:28][CH:29]=[CH:30][CH:31]=1)[C:20]1[CH:25]=[CH:24][CH:23]=[CH:22][CH:21]=1)[C:9]1[CH:10]=[CH:11][CH:12]=[CH:13][CH:14]=1. The catalyst class is: 30. (4) Reactant: C(OC([N:8]1[CH2:12][CH2:11][C@@H:10]([O:13][C:14]2[CH:19]=[C:18]([NH:20]C(OC(C)(C)C)=O)[CH:17]=[CH:16][C:15]=2[Cl:28])[CH2:9]1)=O)(C)(C)C.Cl. Product: [NH2:20][C:18]1[CH:17]=[CH:16][C:15]([Cl:28])=[C:14]([CH:19]=1)[O:13][C@@H:10]1[CH2:11][CH2:12][NH:8][CH2:9]1. The catalyst class is: 12. (5) Reactant: [CH2:1]([C:3]([C:27]1[CH:32]=[CH:31][C:30]([OH:33])=[C:29]([CH3:34])[CH:28]=1)([C:6]1[CH:11]=[CH:10][C:9](/[CH:12]=[CH:13]/[C:14]([CH2:24][CH3:25])([OH:23])[CH2:15][CH2:16][CH2:17][CH2:18][CH2:19][CH2:20][CH2:21][CH3:22])=[C:8]([CH3:26])[CH:7]=1)[CH2:4][CH3:5])[CH3:2].C([O-])([O-])=O.[K+].[K+].C1(C)C=CC(S([CH2:50][C@H:51]2[O:55][C:54](=[O:56])[CH2:53][CH2:52]2)(=O)=O)=CC=1.C(OCC)(=O)C. Product: [CH2:1]([C:3]([C:27]1[CH:32]=[CH:31][C:30]([O:33][CH2:50][C@H:51]2[O:55][C:54](=[O:56])[CH2:53][CH2:52]2)=[C:29]([CH3:34])[CH:28]=1)([C:6]1[CH:11]=[CH:10][C:9](/[CH:12]=[CH:13]/[C:14]([CH2:24][CH3:25])([OH:23])[CH2:15][CH2:16][CH2:17][CH2:18][CH2:19][CH2:20][CH2:21][CH3:22])=[C:8]([CH3:26])[CH:7]=1)[CH2:4][CH3:5])[CH3:2]. The catalyst class is: 3. (6) Reactant: [CH3:1][NH:2][C:3]([C:5]1[CH:10]=[C:9]([O:11][C:12]2[CH:17]=[CH:16][C:15]([NH:18][C:19]([NH:21][C:22]3[CH:27]=[C:26]([C:28]([F:31])([F:30])[F:29])[N:25]=[CH:24][N:23]=3)=[O:20])=[C:14](F)[CH:13]=2)[CH:8]=[CH:7][N:6]=1)=[O:4].CNC(C1C=C(OC2C=CC(N)=CC=2)C=CN=1)=O. Product: [CH3:1][NH:2][C:3]([C:5]1[CH:10]=[C:9]([O:11][C:12]2[CH:13]=[CH:14][C:15]([NH:18][C:19]([NH:21][C:22]3[CH:27]=[C:26]([C:28]([F:31])([F:29])[F:30])[N:25]=[CH:24][N:23]=3)=[O:20])=[CH:16][CH:17]=2)[CH:8]=[CH:7][N:6]=1)=[O:4]. The catalyst class is: 25.